Predict the reactants needed to synthesize the given product. From a dataset of Full USPTO retrosynthesis dataset with 1.9M reactions from patents (1976-2016). (1) Given the product [CH2:15]([C:17]([C:39]1[CH:44]=[CH:43][C:42]([OH:45])=[C:41]([CH3:46])[CH:40]=1)([C:20]1[CH:25]=[CH:24][C:23](/[CH:26]=[CH:27]/[C:28]([OH:37])([C:33]([F:34])([F:35])[F:36])[C:29]([F:32])([F:31])[F:30])=[C:22]([CH3:38])[CH:21]=1)[CH2:18][CH3:19])[CH3:16], predict the reactants needed to synthesize it. The reactants are: [H-].COCCO[Al+]OCCOC.[Na+].[H-].[CH2:15]([C:17]([C:39]1[CH:44]=[CH:43][C:42]([OH:45])=[C:41]([CH3:46])[CH:40]=1)([C:20]1[CH:25]=[CH:24][C:23]([C:26]#[C:27][C:28]([OH:37])([C:33]([F:36])([F:35])[F:34])[C:29]([F:32])([F:31])[F:30])=[C:22]([CH3:38])[CH:21]=1)[CH2:18][CH3:19])[CH3:16].Cl. (2) Given the product [Cl:35][C:30]1[CH:29]=[C:28]([C:15]2([C:20]([CH:19]3[CH2:11][CH2:10][CH2:9][CH2:8][N:18]3[C:21]([O:23][C:24]([CH3:26])([CH3:27])[CH3:25])=[O:22])=[O:39])[CH:16]=[CH:17][NH:3][CH:2]=[CH:7]2)[CH:33]=[CH:32][C:31]=1[Cl:34], predict the reactants needed to synthesize it. The reactants are: Br[C:2]1[CH:7]=CC=C[N:3]=1.[CH2:8]([Li])[CH2:9][CH2:10][CH3:11].C([C:15]1([C:28]2[CH:33]=[CH:32][C:31]([Cl:34])=[C:30]([Cl:35])[CH:29]=2)[CH2:20][CH2:19][N:18]([C:21]([O:23][C:24]([CH3:27])([CH3:26])[CH3:25])=[O:22])[CH2:17][CH2:16]1)#N.C1C[O:39]CC1. (3) Given the product [NH2:32][C:33]1[N:34]=[C:35]([N:39]([CH2:40][CH3:41])[C:8]([C:5]2[C:4]([NH:11][S:12]([C:15]3[CH:20]=[CH:19][C:18]([Cl:21])=[C:17]([C:22]([F:24])([F:23])[F:25])[CH:16]=3)(=[O:13])=[O:14])=[CH:3][C:2]([Cl:1])=[CH:7][N:6]=2)=[O:9])[CH:36]=[CH:37][CH:38]=1, predict the reactants needed to synthesize it. The reactants are: [Cl:1][C:2]1[CH:3]=[C:4]([NH:11][S:12]([C:15]2[CH:20]=[CH:19][C:18]([Cl:21])=[C:17]([C:22]([F:25])([F:24])[F:23])[CH:16]=2)(=[O:14])=[O:13])[C:5]([C:8](Cl)=[O:9])=[N:6][CH:7]=1.C(OC(=O)[NH:32][C:33]1[CH:38]=[CH:37][CH:36]=[C:35]([NH:39][CH2:40][CH3:41])[N:34]=1)(C)(C)C. (4) Given the product [CH2:13]([O:12][CH2:11][CH:9]1[CH2:8][N:7]([S:20]([C:23]2[CH:32]=[CH:31][C:30]3[C:25](=[CH:26][CH:27]=[CH:28][CH:29]=3)[CH:24]=2)(=[O:22])=[O:21])[CH2:6][CH:5]([CH2:3][OH:2])[CH2:10]1)[C:14]1[CH:19]=[CH:18][CH:17]=[CH:16][CH:15]=1, predict the reactants needed to synthesize it. The reactants are: C[O:2][C:3]([CH:5]1[CH2:10][CH:9]([CH2:11][O:12][CH2:13][C:14]2[CH:19]=[CH:18][CH:17]=[CH:16][CH:15]=2)[CH2:8][N:7]([S:20]([C:23]2[CH:32]=[CH:31][C:30]3[C:25](=[CH:26][CH:27]=[CH:28][CH:29]=3)[CH:24]=2)(=[O:22])=[O:21])[CH2:6]1)=O.[H-].[Al+3].[Li+].[H-].[H-].[H-]. (5) Given the product [CH3:36][N:3]1[C:4]2[CH:35]=[CH:34][CH:33]=[CH:32][C:5]=2[N:6]([C:7]2[CH:12]=[CH:11][C:10]([C:13]3([C:16]([N:18]4[CH2:22][CH2:21][C@@:20]5([C:30]6[CH:29]=[CH:28][N:27]=[CH:26][C:25]=6[C:24](=[O:31])[O:23]5)[CH2:19]4)=[O:17])[CH2:15][CH2:14]3)=[CH:9][CH:8]=2)[C:2]1=[O:1], predict the reactants needed to synthesize it. The reactants are: [O:1]=[C:2]1[N:6]([C:7]2[CH:12]=[CH:11][C:10]([C:13]3([C:16]([N:18]4[CH2:22][CH2:21][C@@:20]5([C:30]6[CH:29]=[CH:28][N:27]=[CH:26][C:25]=6[C:24](=[O:31])[O:23]5)[CH2:19]4)=[O:17])[CH2:15][CH2:14]3)=[CH:9][CH:8]=2)[C:5]2[CH:32]=[CH:33][CH:34]=[CH:35][C:4]=2[NH:3]1.[CH3:36]S(C)=O.C(=O)([O-])[O-].[K+].[K+].CI. (6) Given the product [Br:1][C:2]1[CH:8]=[CH:7][C:6]([F:9])=[C:5]2[C:3]=1[NH:4][C:21]([C:25]([O:27][CH2:28][CH3:29])=[O:26])=[C:22]2[CH2:23][CH2:24][C:20]([O:19][CH2:14][CH3:15])=[O:11], predict the reactants needed to synthesize it. The reactants are: [Br:1][C:2]1[CH:8]=[CH:7][C:6]([F:9])=[CH:5][C:3]=1[NH2:4].N([O-])=[O:11].[Na+].[C:14]([O-])(=O)[CH3:15].[K+].[O:19]=[C:20]1[CH2:24][CH2:23][CH2:22][CH:21]1[C:25]([O:27][CH2:28][CH3:29])=[O:26].